Dataset: Forward reaction prediction with 1.9M reactions from USPTO patents (1976-2016). Task: Predict the product of the given reaction. (1) Given the reactants [CH:1]1([C:4]2[C:5]([O:13][CH2:14][C:15]([F:18])([F:17])[F:16])=[CH:6][C:7]([C:10]([OH:12])=O)=[N:8][CH:9]=2)[CH2:3][CH2:2]1.C(Cl)(=O)C(Cl)=O.[C:25]([NH:31][NH2:32])(=[O:30])[C:26]([CH3:29])([CH3:28])[CH3:27].C(N(CC)CC)C.C([O-])(O)=O.[Na+], predict the reaction product. The product is: [CH:1]1([C:4]2[C:5]([O:13][CH2:14][C:15]([F:18])([F:17])[F:16])=[CH:6][C:7]([C:10]([NH:32][NH:31][C:25](=[O:30])[C:26]([CH3:29])([CH3:28])[CH3:27])=[O:12])=[N:8][CH:9]=2)[CH2:2][CH2:3]1. (2) Given the reactants [C:1]([N:8]1[C@@H:12]([C:13]2[CH:18]=[CH:17][CH:16]=[CH:15][CH:14]=2)[CH2:11][O:10][C:9]1=[O:19])(=[O:7])[CH2:2][CH2:3][CH2:4][C:5]#[CH:6].[Cl-].[Mg+2].[Cl-].C(N(CC)CC)C.[CH:30](=[O:37])[C:31]1[CH:36]=[CH:35][CH:34]=[CH:33][CH:32]=1.Cl[Si](C)(C)C, predict the reaction product. The product is: [OH:37][C@H:30]([C:31]1[CH:36]=[CH:35][CH:34]=[CH:33][CH:32]=1)[C@@H:2]([CH2:3][CH2:4][C:5]#[CH:6])[C:1]([N:8]1[C@@H:12]([C:13]2[CH:14]=[CH:15][CH:16]=[CH:17][CH:18]=2)[CH2:11][O:10][C:9]1=[O:19])=[O:7]. (3) Given the reactants [CH:1]([C@@H:4]1[CH2:8][CH2:7][S:6](=[O:10])(=[O:9])[NH:5]1)([CH3:3])[CH3:2].Br[C:12]1[CH:17]=[CH:16][C:15]([C:18]([N:20]2[CH2:25][CH2:24][N:23]([C:26]3[C:31]([CH3:32])=[CH:30][C:29]([CH3:33])=[CH:28][N:27]=3)[CH2:22][CH2:21]2)=[O:19])=[C:14]([F:34])[CH:13]=1, predict the reaction product. The product is: [CH3:32][C:31]1[C:26]([N:23]2[CH2:24][CH2:25][N:20]([C:18]([C:15]3[CH:16]=[CH:17][C:12]([N:5]4[C@H:4]([CH:1]([CH3:3])[CH3:2])[CH2:8][CH2:7][S:6]4(=[O:10])=[O:9])=[CH:13][C:14]=3[F:34])=[O:19])[CH2:21][CH2:22]2)=[N:27][CH:28]=[C:29]([CH3:33])[CH:30]=1. (4) Given the reactants [CH3:1][CH2:2][C@H:3]1[O:18][C:16](=[O:17])[C@H:15]([CH3:19])[C@@H:14]([O:20][C@@H:21]2[O:26][C@@H:25]([CH3:27])[C@H:24]([OH:28])[C@@:23]([O:30][CH3:31])([CH3:29])[CH2:22]2)[C@H:13]([CH3:32])[C@@H:12]([O:33][C@@H:34]2[O:39][C@H:38]([CH3:40])[CH2:37][C@H:36]([N:41]([CH3:43])[CH3:42])[C@H:35]2[OH:44])[C@@:11]([OH:46])([CH3:45])[CH2:10][C@@H:9]([CH3:47])[CH2:8][N:7]([CH3:48])[C@H:6]([CH3:49])[C@@H:5]([OH:50])[C@@:4]1([OH:52])[CH3:51].[CH3:53][C:54]1[C:59]([NH:60][C:61]2[N:66]=[CH:65][CH:64]=[CH:63][C:62]=2[C:67]([OH:69])=[O:68])=[CH:58][CH:57]=[CH:56][C:55]=1[C:70]([F:73])([F:72])[F:71].C(O)C(O)C.C1OCOC1CO, predict the reaction product. The product is: [CH3:1][CH2:2][C@H:3]1[O:18][C:16](=[O:17])[C@H:15]([CH3:19])[C@@H:14]([O:20][C@@H:21]2[O:26][C@@H:25]([CH3:27])[C@H:24]([OH:28])[C@@:23]([O:30][CH3:31])([CH3:29])[CH2:22]2)[C@H:13]([CH3:32])[C@@H:12]([O:33][C@@H:34]2[O:39][C@H:38]([CH3:40])[CH2:37][C@H:36]([N:41]([CH3:43])[CH3:42])[C@H:35]2[OH:44])[C@@:11]([OH:46])([CH3:45])[CH2:10][C@@H:9]([CH3:47])[CH2:8][N:7]([CH3:48])[C@H:6]([CH3:49])[C@@H:5]([OH:50])[C@@:4]1([OH:52])[CH3:51].[CH3:53][C:54]1[C:59]([NH:60][C:61]2[N:66]=[CH:65][CH:64]=[CH:63][C:62]=2[C:67]([OH:69])=[O:68])=[CH:58][CH:57]=[CH:56][C:55]=1[C:70]([F:72])([F:71])[F:73]. (5) Given the reactants [N:1]1([CH2:6][CH2:7][CH2:8][O:9][C:10]2[CH:15]=[CH:14][C:13]([C:16]3([CH2:22][NH2:23])[CH2:21][CH2:20][O:19][CH2:18][CH2:17]3)=[CH:12][CH:11]=2)[CH2:5][CH2:4][CH2:3][CH2:2]1.C(N(CC)CC)C.[CH3:31][N:32]([CH3:37])[S:33](Cl)(=[O:35])=[O:34], predict the reaction product. The product is: [N:1]1([CH2:6][CH2:7][CH2:8][O:9][C:10]2[CH:15]=[CH:14][C:13]([C:16]3([CH2:22][NH:23][S:33]([N:32]([CH3:37])[CH3:31])(=[O:35])=[O:34])[CH2:17][CH2:18][O:19][CH2:20][CH2:21]3)=[CH:12][CH:11]=2)[CH2:5][CH2:4][CH2:3][CH2:2]1.